Predict the reactants needed to synthesize the given product. From a dataset of Full USPTO retrosynthesis dataset with 1.9M reactions from patents (1976-2016). Given the product [Cl:22][C:15]1[CH:16]=[C:17]([Cl:21])[CH:18]=[C:19]([Cl:20])[C:14]=1[C:13]1[C:7]2[O:6][CH:5]([CH2:4][NH2:1])[CH2:9][C:8]=2[CH:10]=[CH:11][CH:12]=1, predict the reactants needed to synthesize it. The reactants are: [N:1]([CH2:4][CH:5]1[CH2:9][C:8]2[CH:10]=[CH:11][CH:12]=[C:13]([C:14]3[C:19]([Cl:20])=[CH:18][C:17]([Cl:21])=[CH:16][C:15]=3[Cl:22])[C:7]=2[O:6]1)=[N+]=[N-].C1(P(C2C=CC=CC=2)C2C=CC=CC=2)C=CC=CC=1.Cl.